This data is from Catalyst prediction with 721,799 reactions and 888 catalyst types from USPTO. The task is: Predict which catalyst facilitates the given reaction. (1) Reactant: [C:1]([C:3]1[CH:4]=[N:5][N:6]2[CH:11]=[C:10]([C:12]3[CH:13]=[N:14][N:15]([CH3:17])[CH:16]=3)[CH:9]=[C:8]([O:18][CH3:19])[C:7]=12)#[CH:2].I[C:21]1[CH:22]=[N:23][N:24]([C:27]2[CH:32]=[CH:31][CH:30]=[CH:29][CH:28]=2)[C:25]=1[CH3:26].C(N(CC)CC)C.[Al]. Product: [CH3:19][O:18][C:8]1[C:7]2[N:6]([N:5]=[CH:4][C:3]=2[C:1]#[C:2][C:21]2[CH:22]=[N:23][N:24]([C:27]3[CH:28]=[CH:29][CH:30]=[CH:31][CH:32]=3)[C:25]=2[CH3:26])[CH:11]=[C:10]([C:12]2[CH:13]=[N:14][N:15]([CH3:17])[CH:16]=2)[CH:9]=1. The catalyst class is: 441. (2) Reactant: [NH:1]([C:31]([O:33][CH2:34][CH:35]1[C:47]2[C:42](=[CH:43][CH:44]=[CH:45][CH:46]=2)[C:41]2[C:36]1=[CH:37][CH:38]=[CH:39][CH:40]=2)=[O:32])[C@H:2]([C:10]([NH:12][CH2:13][C:14]([NH:16][CH2:17][CH2:18][CH2:19][CH2:20][CH2:21][CH2:22][NH:23]C(OC(C)(C)C)=O)=[O:15])=[O:11])[CH2:3][C:4]1[CH:9]=[CH:8][CH:7]=[CH:6][CH:5]=1.[F:48][C:49]([F:54])([F:53])[C:50]([OH:52])=[O:51]. Product: [NH:1]([C:31]([O:33][CH2:34][CH:35]1[C:36]2[C:41](=[CH:40][CH:39]=[CH:38][CH:37]=2)[C:42]2[C:47]1=[CH:46][CH:45]=[CH:44][CH:43]=2)=[O:32])[C@H:2]([C:10]([NH:12][CH2:13][C:14]([NH:16][CH2:17][CH2:18][CH2:19][CH2:20][CH2:21][CH2:22][NH2:23])=[O:15])=[O:11])[CH2:3][C:4]1[CH:5]=[CH:6][CH:7]=[CH:8][CH:9]=1.[F:48][C:49]([C:50]([OH:52])=[O:51])([F:54])[F:53]. The catalyst class is: 2. (3) Reactant: CN(C(ON1N=NC2C=CC=NC1=2)=[N+](C)C)C.F[P-](F)(F)(F)(F)F.[CH3:25][C:26]1[CH:27]=[C:28]([CH:32]=[CH:33][C:34]=1[CH2:35][CH2:36][S:37]([N:40]1[CH2:45][CH2:44][C:43](=[O:46])[CH2:42][CH2:41]1)(=[O:39])=[O:38])[C:29]([OH:31])=O.[CH2:47]([O:50][CH2:51][CH2:52][NH:53][CH3:54])[CH:48]=[CH2:49].C(N(C(C)C)CC)(C)C.Cl. The catalyst class is: 18. Product: [CH2:47]([O:50][CH2:51][CH2:52][N:53]([CH3:54])[C:29](=[O:31])[C:28]1[CH:32]=[CH:33][C:34]([CH2:35][CH2:36][S:37]([N:40]2[CH2:45][CH2:44][C:43](=[O:46])[CH2:42][CH2:41]2)(=[O:39])=[O:38])=[C:26]([CH3:25])[CH:27]=1)[CH:48]=[CH2:49]. (4) Reactant: C1CCN2C(=NCCC2)CC1.[Cl:12][C:13]1[CH:23]=[C:22]([Cl:24])[CH:21]=[CH:20][C:14]=1[CH:15]=[CH:16][N+]([O-])=O.[N+:25]([CH2:27][C:28]([O:30][CH2:31][C:32]1[CH:37]=[CH:36][CH:35]=[CH:34][CH:33]=1)=[O:29])#[C-:26]. Product: [Cl:12][C:13]1[CH:23]=[C:22]([Cl:24])[CH:21]=[CH:20][C:14]=1[C:15]1[CH:16]=[CH:26][NH:25][C:27]=1[C:28]([O:30][CH2:31][C:32]1[CH:37]=[CH:36][CH:35]=[CH:34][CH:33]=1)=[O:29]. The catalyst class is: 1. (5) Reactant: [N+:1]([C:4]1[CH:9]=[C:8]([C:10](=[O:13])[CH2:11][CH3:12])[CH:7]=[CH:6][C:5]=1[NH:14]C(=O)C)([O-:3])=[O:2].N. Product: [NH2:14][C:5]1[CH:6]=[CH:7][C:8]([C:10](=[O:13])[CH2:11][CH3:12])=[CH:9][C:4]=1[N+:1]([O-:3])=[O:2]. The catalyst class is: 33. (6) Reactant: [Cl:1][C:2]1[CH:7]=[C:6]([NH:8][CH:9](SC)[NH:10][C:11]#[N:12])[CH:5]=[C:4]([C:15]([F:18])([F:17])[F:16])[C:3]=1[C:19]1[CH:24]=[CH:23][C:22]([S:25]([N:28]2[CH2:33][CH2:32][N:31]([CH3:34])[CH2:30][CH2:29]2)(=[O:27])=[O:26])=[CH:21][CH:20]=1.[NH2:35][NH2:36]. Product: [Cl:1][C:2]1[CH:7]=[C:6]([NH:8][C:9]2[N:10]=[C:11]([NH2:12])[NH:36][N:35]=2)[CH:5]=[C:4]([C:15]([F:16])([F:18])[F:17])[C:3]=1[C:19]1[CH:20]=[CH:21][C:22]([S:25]([N:28]2[CH2:33][CH2:32][N:31]([CH3:34])[CH2:30][CH2:29]2)(=[O:27])=[O:26])=[CH:23][CH:24]=1. The catalyst class is: 8. (7) Reactant: [C:1]([O:5][C:6]([NH:8][C:9]1[S:13][C:12]([C:14]2[C:19]([F:20])=[CH:18][CH:17]=[CH:16][C:15]=2[F:21])=[N:11][C:10]=1[C:22]([O:24]C)=[O:23])=[O:7])([CH3:4])([CH3:3])[CH3:2].O.[OH-].[Li+].O.Cl. Product: [C:1]([O:5][C:6]([NH:8][C:9]1[S:13][C:12]([C:14]2[C:15]([F:21])=[CH:16][CH:17]=[CH:18][C:19]=2[F:20])=[N:11][C:10]=1[C:22]([OH:24])=[O:23])=[O:7])([CH3:4])([CH3:2])[CH3:3]. The catalyst class is: 5. (8) Reactant: [NH2:1][C:2]1[S:3][C:4]([C:10]2[CH:15]=[CH:14][CH:13]=[CH:12][CH:11]=2)=[CH:5][C:6]=1[C:7]([OH:9])=O.[C:16]([O:20][C:21]([N:23]1[CH2:29][CH2:28][CH2:27]C[C@H:25]([NH2:30])[CH2:24]1)=[O:22])([CH3:19])([CH3:18])[CH3:17].F[P-](F)(F)(F)(F)F.N1(O[P+](N(C)C)(N(C)C)N(C)C)C2C=CC=CC=2N=N1. Product: [NH2:1][C:2]1[S:3][C:4]([C:10]2[CH:15]=[CH:14][CH:13]=[CH:12][CH:11]=2)=[CH:5][C:6]=1[C:7]([NH:30][C@H:25]1[CH2:27][CH2:28][CH2:29][N:23]([C:21]([O:20][C:16]([CH3:17])([CH3:18])[CH3:19])=[O:22])[CH2:24]1)=[O:9]. The catalyst class is: 303. (9) Product: [C:1]([N:4]1[CH2:9][CH2:8][N:7]([O:16][CH2:11][CH2:12][CH2:13][Cl:14])[CH2:6][CH2:5]1)(=[O:3])[CH3:2]. Reactant: [C:1]([N:4]1[CH2:9][CH2:8][NH:7][CH2:6][CH2:5]1)(=[O:3])[CH3:2].Br[CH2:11][CH2:12][CH2:13][Cl:14].C(=O)([O-])[O-:16].[K+].[K+]. The catalyst class is: 10. (10) Reactant: [N:1]1([C:7]2[C:8]3[C:21]4[CH2:22][CH2:23][CH2:24][CH2:25][C:20]=4[S:19][C:9]=3[N:10]=[C:11]([C:13]3[CH:18]=[CH:17][N:16]=[CH:15][CH:14]=3)[N:12]=2)[CH2:6][CH2:5][NH:4][CH2:3][CH2:2]1.[CH:26](=O)[C:27]1[CH:32]=[CH:31][C:30](OC)=[CH:29][CH:28]=1.C(O)(=O)C. Product: [CH2:26]([N:4]1[CH2:3][CH2:2][N:1]([C:7]2[C:8]3[C:21]4[CH2:22][CH2:23][CH2:24][CH2:25][C:20]=4[S:19][C:9]=3[N:10]=[C:11]([C:13]3[CH:14]=[CH:15][N:16]=[CH:17][CH:18]=3)[N:12]=2)[CH2:6][CH2:5]1)[C:27]1[CH:32]=[CH:31][CH:30]=[CH:29][CH:28]=1. The catalyst class is: 5.